From a dataset of Catalyst prediction with 721,799 reactions and 888 catalyst types from USPTO. Predict which catalyst facilitates the given reaction. (1) Reactant: [F:1][CH2:2][C:3]([C:7]1[O:11][N:10]=[C:9]([NH:12][C:13](=[O:21])OC2C=CC=CC=2)[CH:8]=1)([CH3:6])[CH2:4][F:5].[CH3:22][O:23][C:24]1[CH:25]=[C:26]2[C:31](=[CH:32][C:33]=1[O:34][CH3:35])[N:30]=[CH:29][N:28]=[C:27]2[O:36][C:37]1[CH:38]=[C:39]([CH:41]=[CH:42][CH:43]=1)[NH2:40]. Product: [F:5][CH2:4][C:3]([C:7]1[O:11][N:10]=[C:9]([NH:12][C:13]([NH:40][C:39]2[CH:41]=[CH:42][CH:43]=[C:37]([O:36][C:27]3[C:26]4[C:31](=[CH:32][C:33]([O:34][CH3:35])=[C:24]([O:23][CH3:22])[CH:25]=4)[N:30]=[CH:29][N:28]=3)[CH:38]=2)=[O:21])[CH:8]=1)([CH3:6])[CH2:2][F:1]. The catalyst class is: 630. (2) Reactant: C1(P(C2CCCCC2)C2C=CC=CC=2C2C(C(C)C)=CC(C(C)C)=CC=2C(C)C)CCCCC1.[O:35]1[CH2:40][CH2:39][N:38]([C:41]2[C:46]([NH2:47])=[CH:45][C:44]([N:48]3[CH2:53][CH2:52][O:51][CH2:50][CH2:49]3)=[CH:43][N:42]=2)[CH2:37][CH2:36]1.Cl[C:55]1[C:64]2[C:59](=[CH:60][C:61]([F:66])=[CH:62][C:63]=2[F:65])[N:58]=[C:57]([C:67]2[CH:75]=[CH:74][CH:73]=[C:72]3[C:68]=2[CH:69]=[CH:70][NH:71]3)[C:56]=1[CH3:76].CC(C)([O-])C.[Na+]. Product: [N:38]1([C:41]2[C:46]([NH:47][C:55]3[C:64]4[C:59](=[CH:60][C:61]([F:66])=[CH:62][C:63]=4[F:65])[N:58]=[C:57]([C:67]4[CH:75]=[CH:74][CH:73]=[C:72]5[C:68]=4[CH:69]=[CH:70][NH:71]5)[C:56]=3[CH3:76])=[CH:45][C:44]([N:48]3[CH2:49][CH2:50][O:51][CH2:52][CH2:53]3)=[CH:43][N:42]=2)[CH2:39][CH2:40][O:35][CH2:36][CH2:37]1. The catalyst class is: 882. (3) Product: [Br:33][CH2:20][C:17]1[CH:18]=[CH:19][C:14]([CH:6]([CH:1]2[CH2:5][CH2:4][CH2:3][CH2:2]2)[C:7]([O:9][C:10]([CH3:12])([CH3:11])[CH3:13])=[O:8])=[CH:15][CH:16]=1. Reactant: [CH:1]1([CH:6]([C:14]2[CH:19]=[CH:18][C:17]([CH3:20])=[CH:16][CH:15]=2)[C:7]([O:9][C:10]([CH3:13])([CH3:12])[CH3:11])=[O:8])[CH2:5][CH2:4][CH2:3][CH2:2]1.N(C(C)(C)C#N)=NC(C)(C)C#N.[Br:33]N1C(=O)CCC1=O. The catalyst class is: 717.